Binary Classification. Given a drug SMILES string, predict its activity (active/inactive) in a high-throughput screening assay against a specified biological target. From a dataset of M1 muscarinic receptor antagonist screen with 61,756 compounds. (1) The molecule is s1c(NC(=O)CC2NCCNC2=O)c(cc1CC)C(OC)=O. The result is 0 (inactive). (2) The molecule is s1c(nc(N)c1)C1(CC(OC1)=O)C(OCC)=O. The result is 0 (inactive).